Predict which catalyst facilitates the given reaction. From a dataset of Catalyst prediction with 721,799 reactions and 888 catalyst types from USPTO. (1) Reactant: Br[C:2]1[C:10]2[C:5](=[CH:6][CH:7]=[CH:8][C:9]=2[N+:11]([O-:13])=[O:12])[N:4]([CH2:14][CH3:15])[CH:3]=1.[CH3:16][C:17]1[CH:22]=[CH:21][C:20](B(O)O)=[CH:19][CH:18]=1.C(=O)([O-])[O-].[Na+].[Na+].O. Product: [CH2:14]([N:4]1[C:5]2[C:10](=[C:9]([N+:11]([O-:13])=[O:12])[CH:8]=[CH:7][CH:6]=2)[C:2]([C:20]2[CH:21]=[CH:22][C:17]([CH3:16])=[CH:18][CH:19]=2)=[CH:3]1)[CH3:15]. The catalyst class is: 57. (2) Reactant: [NH2:1][CH:2]1[CH2:7][C@@H:6]([C:8]2[CH:13]=[C:12]([F:14])[CH:11]=[C:10]([F:15])[C:9]=2[F:16])[C@@H:5]([CH3:17])[N:4]([CH2:18][C:19]([F:22])([F:21])[F:20])[C:3]1=[O:23].[CH2:24]([C:30]([OH:32])=[O:31])[C@H:25]([OH:29])[C:26]([OH:28])=[O:27]. Product: [OH:29][C@@H:25]([CH2:24][C:30]([OH:32])=[O:31])[C:26]([OH:28])=[O:27].[NH2:1][C@H:2]1[CH2:7][C@@H:6]([C:8]2[CH:13]=[C:12]([F:14])[CH:11]=[C:10]([F:15])[C:9]=2[F:16])[C@@H:5]([CH3:17])[N:4]([CH2:18][C:19]([F:22])([F:21])[F:20])[C:3]1=[O:23]. The catalyst class is: 1.